This data is from Peptide-MHC class II binding affinity with 134,281 pairs from IEDB. The task is: Regression. Given a peptide amino acid sequence and an MHC pseudo amino acid sequence, predict their binding affinity value. This is MHC class II binding data. (1) The peptide sequence is KQAFTFSPTYKAFLC. The MHC is DRB5_0101 with pseudo-sequence DRB5_0101. The binding affinity (normalized) is 0.541. (2) The peptide sequence is MIMIKFMGVIYIMII. The MHC is DRB5_0101 with pseudo-sequence DRB5_0101. The binding affinity (normalized) is 0.130.